This data is from Reaction yield outcomes from USPTO patents with 853,638 reactions. The task is: Predict the reaction yield, written as a fraction of the theoretical maximum amount of product (1.0 means a 100% yield; for example, 0.34 means a 34% yield). The reactants are BrCCBr.C[Si](Cl)(C)C.[CH3:10][O:11][C:12](=[O:21])/[C:13](/I)=[CH:14]\[CH:15]1[CH2:19][CH2:18][CH2:17][CH2:16]1.C1(P(C2C=CC=CC=2)C2C=CC=CC=2)C=CC=CC=1.[F:41][C:42]1[CH:47]=[C:46](I)[CH:45]=[CH:44][C:43]=1[N:49]1[C:53]([CH3:54])=[N:52][N:51]=[N:50]1.[Cl-].[NH4+]. The catalyst is O1CCCC1.[Zn].C1C=CC(/C=C/C(/C=C/C2C=CC=CC=2)=O)=CC=1.C1C=CC(/C=C/C(/C=C/C2C=CC=CC=2)=O)=CC=1.[Pd]. The product is [CH3:10][O:11][C:12](=[O:21])/[C:13](/[C:46]1[CH:45]=[CH:44][C:43]([N:49]2[C:53]([CH3:54])=[N:52][N:51]=[N:50]2)=[C:42]([F:41])[CH:47]=1)=[CH:14]/[CH:15]1[CH2:19][CH2:18][CH2:17][CH2:16]1. The yield is 0.680.